Dataset: Full USPTO retrosynthesis dataset with 1.9M reactions from patents (1976-2016). Task: Predict the reactants needed to synthesize the given product. Given the product [CH:1]1([CH2:4][CH2:5][N:6]([C:24]2[CH:25]=[C:26]([C:30]3[CH:35]=[CH:34][C:33]([C:36]([F:39])([F:37])[F:38])=[CH:32][CH:31]=3)[CH:27]=[CH:28][CH:29]=2)[S:7]([C:10]2[CH:22]=[CH:21][C:13]([O:14][CH2:15][C:16]([OH:18])=[O:17])=[C:12]([CH3:23])[CH:11]=2)(=[O:9])=[O:8])[CH2:2][CH2:3]1, predict the reactants needed to synthesize it. The reactants are: [CH:1]1([CH2:4][CH2:5][N:6]([C:24]2[CH:25]=[C:26]([C:30]3[CH:35]=[CH:34][C:33]([C:36]([F:39])([F:38])[F:37])=[CH:32][CH:31]=3)[CH:27]=[CH:28][CH:29]=2)[S:7]([C:10]2[CH:22]=[CH:21][C:13]([O:14][CH2:15][C:16]([O:18]CC)=[O:17])=[C:12]([CH3:23])[CH:11]=2)(=[O:9])=[O:8])[CH2:3][CH2:2]1.[OH-].[Na+].